Dataset: Catalyst prediction with 721,799 reactions and 888 catalyst types from USPTO. Task: Predict which catalyst facilitates the given reaction. (1) The catalyst class is: 5. Product: [C:1]([O:5][C:6]([N:8]1[C:12]([CH2:13][OH:14])([CH2:15][CH2:16][C:17]2[CH:18]=[CH:19][C:20]([OH:23])=[CH:21][CH:22]=2)[CH2:11][O:10][C:9]1([CH3:32])[CH3:31])=[O:7])([CH3:4])([CH3:3])[CH3:2]. Reactant: [C:1]([O:5][C:6]([N:8]1[C:12]([CH2:15][CH2:16][C:17]2[CH:22]=[CH:21][C:20]([O:23]CC3C=CC=CC=3)=[CH:19][CH:18]=2)([CH2:13][OH:14])[CH2:11][O:10][C:9]1([CH3:32])[CH3:31])=[O:7])([CH3:4])([CH3:3])[CH3:2]. (2) Reactant: [O:1]1[CH2:6][CH2:5][CH2:4][CH2:3][CH:2]1[O:7][NH2:8].C1C=CC2N(O)N=NC=2C=1.C([O-])(O)=O.[Na+].[F:24][C:25]1[CH:30]=[CH:29][C:28]([C@H:31]([O:37][CH3:38])[CH2:32][CH2:33][C:34](O)=[O:35])=[CH:27][C:26]=1[CH3:39].CCN=C=NCCCN(C)C.Cl. Product: [F:24][C:25]1[CH:30]=[CH:29][C:28]([C@H:31]([O:37][CH3:38])[CH2:32][CH2:33][C:34]([NH:8][O:7][CH:2]2[CH2:3][CH2:4][CH2:5][CH2:6][O:1]2)=[O:35])=[CH:27][C:26]=1[CH3:39]. The catalyst class is: 2. (3) Reactant: Cl[C:2]1[N:7]=[C:6](Cl)[C:5]([F:9])=[CH:4][N:3]=1.[N+:10]([C:13]1[CH:14]=[C:15]([CH:17]=[CH:18][CH:19]=1)[NH2:16])([O-:12])=[O:11]. The catalyst class is: 24. Product: [N+:10]([C:13]1[CH:14]=[C:15]([NH:16][C:2]2[N:7]=[C:6]([NH:16][C:15]3[CH:17]=[CH:18][CH:19]=[C:13]([N+:10]([O-:12])=[O:11])[CH:14]=3)[C:5]([F:9])=[CH:4][N:3]=2)[CH:17]=[CH:18][CH:19]=1)([O-:12])=[O:11].